From a dataset of CYP2D6 inhibition data for predicting drug metabolism from PubChem BioAssay. Regression/Classification. Given a drug SMILES string, predict its absorption, distribution, metabolism, or excretion properties. Task type varies by dataset: regression for continuous measurements (e.g., permeability, clearance, half-life) or binary classification for categorical outcomes (e.g., BBB penetration, CYP inhibition). Dataset: cyp2d6_veith. The drug is CCS(=O)(=O)N1CCC(C(=O)NCc2cccnc2)CC1. The result is 0 (non-inhibitor).